This data is from Full USPTO retrosynthesis dataset with 1.9M reactions from patents (1976-2016). The task is: Predict the reactants needed to synthesize the given product. Given the product [Cl:1][C:2]1[N:7]=[C:6]([NH:20][C:17]2[CH:18]=[CH:19][C:14]([O:13][CH3:12])=[CH:15][CH:16]=2)[C:5]([N+:9]([O-:11])=[O:10])=[CH:4][N:3]=1, predict the reactants needed to synthesize it. The reactants are: [Cl:1][C:2]1[N:7]=[C:6](Cl)[C:5]([N+:9]([O-:11])=[O:10])=[CH:4][N:3]=1.[CH3:12][O:13][C:14]1[CH:19]=[CH:18][C:17]([NH2:20])=[CH:16][CH:15]=1.